This data is from Full USPTO retrosynthesis dataset with 1.9M reactions from patents (1976-2016). The task is: Predict the reactants needed to synthesize the given product. (1) Given the product [Cl:41][C:42]1[CH:50]=[CH:49][C:45]([C:46]([NH2:48])=[O:47])=[CH:44][C:43]=1[C:2]1[CH:3]=[C:4]2[C:9](=[CH:10][CH:11]=1)[C:8]([N:12]1[CH2:17][CH2:16][O:15][CH2:14][CH2:13]1)=[N:7][N:6]=[CH:5]2, predict the reactants needed to synthesize it. The reactants are: Br[C:2]1[CH:3]=[C:4]2[C:9](=[CH:10][CH:11]=1)[C:8]([N:12]1[CH2:17][CH2:16][O:15][CH2:14][CH2:13]1)=[N:7][N:6]=[CH:5]2.C([O-])(=O)C.[K+].CC1(C)C(C)(C)OB(B2OC(C)(C)C(C)(C)O2)O1.[Cl:41][C:42]1[CH:50]=[CH:49][C:45]([C:46]([NH2:48])=[O:47])=[CH:44][C:43]=1I.C(=O)([O-])[O-].[K+].[K+].O. (2) The reactants are: [CH3:1][O:2][C:3]1[CH:4]=[C:5]([CH:9]=[CH:10][CH:11]=1)[C:6](Cl)=[O:7].[I-].[C:13]([C:15]1[CH:16]=[C:17]([Zn+])[CH:18]=[CH:19][CH:20]=1)#[N:14].C1COCC1.[NH4+].[Cl-]. Given the product [CH3:1][O:2][C:3]1[CH:4]=[C:5]([CH:9]=[CH:10][CH:11]=1)[C:6]([C:19]1[CH:20]=[C:15]([CH:16]=[CH:17][CH:18]=1)[C:13]#[N:14])=[O:7], predict the reactants needed to synthesize it.